This data is from Catalyst prediction with 721,799 reactions and 888 catalyst types from USPTO. The task is: Predict which catalyst facilitates the given reaction. (1) Reactant: F[C:2]1[CH:3]=[C:4]2[C:9](=[CH:10][C:11]=1[N+:12]([O-:14])=[O:13])[NH:8][C:7](=[O:15])[N:6]([NH:16][S:17]([CH3:20])(=[O:19])=[O:18])[C:5]2=[O:21].[Br:22][C:23]1[N:24]=[CH:25][NH:26][CH:27]=1.CS(C)=O.C(OCC)(=O)C. Product: [Br:22][C:23]1[N:24]=[CH:25][N:26]([C:2]2[CH:3]=[C:4]3[C:9](=[CH:10][C:11]=2[N+:12]([O-:14])=[O:13])[NH:8][C:7](=[O:15])[N:6]([NH:16][S:17]([CH3:20])(=[O:19])=[O:18])[C:5]3=[O:21])[CH:27]=1. The catalyst class is: 6. (2) Reactant: [Cl:1][C:2]1[C:7]([OH:8])=[CH:6][CH:5]=[CH:4][N:3]=1.[CH3:9][O-].[Na+].IC. Product: [Cl:1][C:2]1[C:7]([O:8][CH3:9])=[CH:6][CH:5]=[CH:4][N:3]=1. The catalyst class is: 3. (3) Reactant: [NH2:1][C:2]1[CH:11]=[C:10]2[C:5]([CH:6]=[CH:7][C:8](=[O:32])[N:9]2[CH2:12][CH2:13][N:14]2[CH2:19][CH2:18][CH:17]([NH:20][CH2:21][C:22]3[N:27]=[CH:26][C:25]4[O:28][CH2:29][CH2:30][O:31][C:24]=4[CH:23]=3)[CH2:16][CH2:15]2)=[N:4][CH:3]=1.[ClH:33].C(O)C. Product: [ClH:33].[NH2:1][C:2]1[CH:11]=[C:10]2[C:5]([CH:6]=[CH:7][C:8](=[O:32])[N:9]2[CH2:12][CH2:13][N:14]2[CH2:15][CH2:16][CH:17]([NH:20][CH2:21][C:22]3[N:27]=[CH:26][C:25]4[O:28][CH2:29][CH2:30][O:31][C:24]=4[CH:23]=3)[CH2:18][CH2:19]2)=[N:4][CH:3]=1. The catalyst class is: 162.